Dataset: Catalyst prediction with 721,799 reactions and 888 catalyst types from USPTO. Task: Predict which catalyst facilitates the given reaction. Reactant: [Cl:1][C:2]1[CH:7]=[C:6]([Cl:8])[CH:5]=[CH:4][C:3]=1[C:9]1[C:28](=[O:29])[N:27]([CH3:30])[C:12]2[N:13]([CH3:26])[C:14]3[C:19]([C:11]=2[CH:10]=1)=[CH:18][C:17]([C:20]1[C:24]([CH3:25])=[CH:23][NH:22][N:21]=1)=[CH:16][CH:15]=3.[C:31](Cl)(=[O:36])[C:32]([CH3:35])([CH3:34])[CH3:33].O. Product: [Cl:1][C:2]1[CH:7]=[C:6]([Cl:8])[CH:5]=[CH:4][C:3]=1[C:9]1[C:28](=[O:29])[N:27]([CH3:30])[C:12]2[N:13]([CH3:26])[C:14]3[C:19]([C:11]=2[CH:10]=1)=[CH:18][C:17]([C:20]1[C:24]([CH3:25])=[CH:23][N:22]([C:31](=[O:36])[C:32]([CH3:35])([CH3:34])[CH3:33])[N:21]=1)=[CH:16][CH:15]=3. The catalyst class is: 17.